From a dataset of Forward reaction prediction with 1.9M reactions from USPTO patents (1976-2016). Predict the product of the given reaction. (1) Given the reactants C[O:2][C:3]([C:5]1[C:14]([CH3:15])=[C:13]2[C:8]([C@@H:9]([NH:16][C:17]([O:19][C:20]([CH3:23])([CH3:22])[CH3:21])=[O:18])[CH2:10][CH2:11][S:12]2)=[CH:7][CH:6]=1)=[O:4].C(=O)([O-])[O-].[K+].[K+], predict the reaction product. The product is: [C:20]([O:19][C:17]([NH:16][C@@H:9]1[C:8]2[C:13](=[C:14]([CH3:15])[C:5]([C:3]([OH:4])=[O:2])=[CH:6][CH:7]=2)[S:12][CH2:11][CH2:10]1)=[O:18])([CH3:23])([CH3:22])[CH3:21]. (2) Given the reactants Cl[C:2]1[CH:10]=[C:9]2[C:5]([CH:6]=[CH:7][N:8]2[CH2:11][O:12][CH2:13][CH2:14][Si:15]([CH3:18])([CH3:17])[CH3:16])=[C:4]([NH:19][S:20]([C:23]2[CH:28]=[CH:27][C:26]([O:29][CH3:30])=[CH:25][CH:24]=2)(=[O:22])=[O:21])[CH:3]=1.[B:31]1([B:31]2[O:35][C:34]([CH3:37])([CH3:36])[C:33]([CH3:39])([CH3:38])[O:32]2)[O:35][C:34]([CH3:37])([CH3:36])[C:33]([CH3:39])([CH3:38])[O:32]1.C([O-])(=O)C.[K+], predict the reaction product. The product is: [CH3:30][O:29][C:26]1[CH:27]=[CH:28][C:23]([S:20]([NH:19][C:4]2[CH:3]=[C:2]([B:31]3[O:35][C:34]([CH3:37])([CH3:36])[C:33]([CH3:39])([CH3:38])[O:32]3)[CH:10]=[C:9]3[C:5]=2[CH:6]=[CH:7][N:8]3[CH2:11][O:12][CH2:13][CH2:14][Si:15]([CH3:18])([CH3:17])[CH3:16])(=[O:22])=[O:21])=[CH:24][CH:25]=1. (3) Given the reactants Cl[C:2]1[N:10]([CH2:11][C:12]([O:14][CH2:15][CH3:16])=[O:13])[C:5]2=[N:6][CH:7]=[CH:8][CH:9]=[C:4]2[N:3]=1.[N+:17]([C:20]1[CH:26]=[CH:25][C:23]([NH2:24])=[CH:22][CH:21]=1)([O-:19])=[O:18], predict the reaction product. The product is: [N+:17]([C:20]1[CH:26]=[CH:25][C:23]([NH:24][C:2]2[N:10]([CH2:11][C:12]([O:14][CH2:15][CH3:16])=[O:13])[C:5]3=[N:6][CH:7]=[CH:8][CH:9]=[C:4]3[N:3]=2)=[CH:22][CH:21]=1)([O-:19])=[O:18]. (4) Given the reactants C([O:3][C:4]([C:6]1[S:10][C:9]([N:11]2[CH2:16][CH2:15][N:14]([C:17]([O:19][C:20]([CH3:23])([CH3:22])[CH3:21])=[O:18])[CH2:13][CH2:12]2)=[N:8][CH:7]=1)=[O:5])C.[OH-].[K+].C(OCC)C, predict the reaction product. The product is: [C:4]([C:6]1[S:10][C:9]([N:11]2[CH2:16][CH2:15][N:14]([C:17]([O:19][C:20]([CH3:23])([CH3:22])[CH3:21])=[O:18])[CH2:13][CH2:12]2)=[N:8][CH:7]=1)([OH:5])=[O:3]. (5) Given the reactants Cl.Cl.[NH2:3][C@@H:4]1[CH2:9][CH2:8][CH2:7][NH:6][CH2:5]1.CN(C(C)C)C.[Cl:16][C:17]1[N:26]=[C:25](Cl)[C:24]2[C:19](=[CH:20][C:21]([O:30][CH3:31])=[C:22]([O:28][CH3:29])[CH:23]=2)[N:18]=1, predict the reaction product. The product is: [Cl:16][C:17]1[N:26]=[C:25]([N:6]2[CH2:7][CH2:8][CH2:9][C@@H:4]([NH2:3])[CH2:5]2)[C:24]2[C:19](=[CH:20][C:21]([O:30][CH3:31])=[C:22]([O:28][CH3:29])[CH:23]=2)[N:18]=1. (6) Given the reactants [CH2:1]([CH:3]([CH2:20][CH3:21])[C:4]([NH:6][C:7]1[CH:12]=[CH:11][C:10]([N:13]2[CH2:18][CH2:17][NH:16][CH2:15][CH2:14]2)=[C:9]([F:19])[CH:8]=1)=[O:5])[CH3:2].Cl[CH:23]([C:27]1[CH:32]=[CH:31][CH:30]=[CH:29][CH:28]=1)[C:24](=[O:26])[CH3:25], predict the reaction product. The product is: [CH2:20]([CH:3]([CH2:1][CH3:2])[C:4]([NH:6][C:7]1[CH:12]=[CH:11][C:10]([N:13]2[CH2:14][CH2:15][N:16]([CH:23]([C:27]3[CH:32]=[CH:31][CH:30]=[CH:29][CH:28]=3)[C:24](=[O:26])[CH3:25])[CH2:17][CH2:18]2)=[C:9]([F:19])[CH:8]=1)=[O:5])[CH3:21]. (7) Given the reactants C(OCC)(=O)CC(C)=O.[OH:10][CH2:11][C@@H:12]([C@H:14]([C@@H:16]([C@@H:18]([CH2:20][OH:21])[OH:19])[OH:17])[OH:15])[OH:13], predict the reaction product. The product is: [CH2:20]([OH:21])[C@H:18]([C@H:16]([C@@H:14]([C@@H:12]([CH2:11][OH:10])[OH:13])[OH:15])[OH:17])[OH:19]. (8) Given the reactants [CH:1]1([N:5]2[CH2:11][C:10]([F:13])([F:12])[C:9](=[O:14])[N:8]([CH3:15])[C:7]3[CH:16]=[N:17][C:18]([NH:20][C:21]4[CH:29]=[CH:28][C:24]([C:25](O)=[O:26])=[CH:23][CH:22]=4)=[N:19][C:6]2=3)[CH2:4][CH2:3][CH2:2]1.C(N(CC)CC)C.F[P-](F)(F)(F)(F)F.CN(C(N(C)C)=[N+]1C2C(=NC=CC=2)[N+]([O-])=N1)C.[CH3:61][C:62]([O:65][C:66]([N:68]1[CH2:73][CH2:72][CH:71]([NH2:74])[CH2:70][CH2:69]1)=[O:67])([CH3:64])[CH3:63], predict the reaction product. The product is: [C:62]([O:65][C:66]([N:68]1[CH2:73][CH2:72][CH:71]([NH:74][C:25](=[O:26])[C:24]2[CH:28]=[CH:29][C:21]([NH:20][C:18]3[N:17]=[CH:16][C:7]4[N:8]([CH3:15])[C:9](=[O:14])[C:10]([F:12])([F:13])[CH2:11][N:5]([CH:1]5[CH2:4][CH2:3][CH2:2]5)[C:6]=4[N:19]=3)=[CH:22][CH:23]=2)[CH2:70][CH2:69]1)=[O:67])([CH3:61])([CH3:63])[CH3:64].